Dataset: Full USPTO retrosynthesis dataset with 1.9M reactions from patents (1976-2016). Task: Predict the reactants needed to synthesize the given product. (1) Given the product [Cl:1][C:2]1[CH:3]=[C:4]([C:5]2[C:6]([C:13]3[CH:18]=[CH:17][C:16]([O:19][CH3:20])=[C:15]([O:21][CH3:22])[CH:14]=3)=[CH:7][NH:26][N:25]=2)[C:9]([OH:8])=[CH:10][C:11]=1[OH:12], predict the reactants needed to synthesize it. The reactants are: [Cl:1][C:2]1[CH:3]=[C:4]2[C:9](=[CH:10][C:11]=1[OH:12])[O:8][CH:7]=[C:6]([C:13]1[CH:18]=[CH:17][C:16]([O:19][CH3:20])=[C:15]([O:21][CH3:22])[CH:14]=1)[C:5]2=O.O.[NH2:25][NH2:26]. (2) Given the product [C:1]([O:5][C:6](=[O:22])[NH:7][C:8]1[CH:13]=[CH:12][CH:11]=[C:10]([C:14]2([OH:21])[CH2:19][CH2:18][CH:17]([N:23]3[CH2:26][CH:25]([NH:27][C:28](=[O:29])[CH2:30][NH:31][C:32](=[O:43])[C:33]4[CH:38]=[CH:37][CH:36]=[C:35]([C:39]([F:41])([F:42])[F:40])[CH:34]=4)[CH2:24]3)[CH2:16][CH2:15]2)[CH:9]=1)([CH3:4])([CH3:3])[CH3:2], predict the reactants needed to synthesize it. The reactants are: [C:1]([O:5][C:6](=[O:22])[NH:7][C:8]1[CH:13]=[CH:12][CH:11]=[C:10]([C:14]2([OH:21])[CH2:19][CH2:18][C:17](=O)[CH2:16][CH2:15]2)[CH:9]=1)([CH3:4])([CH3:3])[CH3:2].[NH:23]1[CH2:26][CH:25]([NH:27][C:28]([CH2:30][NH:31][C:32](=[O:43])[C:33]2[CH:38]=[CH:37][CH:36]=[C:35]([C:39]([F:42])([F:41])[F:40])[CH:34]=2)=[O:29])[CH2:24]1. (3) Given the product [Cl:1][C:2]1[CH:11]=[CH:10][C:9]([NH:12][S:21]([C:17]2[CH:18]=[C:19]([F:20])[C:14]([F:13])=[CH:15][C:16]=2[N+:25]([O-:27])=[O:26])(=[O:22])=[O:23])=[C:8]2[C:3]=1[CH:4]=[CH:5][CH:6]=[N:7]2, predict the reactants needed to synthesize it. The reactants are: [Cl:1][C:2]1[CH:11]=[CH:10][C:9]([NH2:12])=[C:8]2[C:3]=1[CH:4]=[CH:5][CH:6]=[N:7]2.[F:13][C:14]1[C:19]([F:20])=[CH:18][C:17]([S:21](Cl)(=[O:23])=[O:22])=[C:16]([N+:25]([O-:27])=[O:26])[CH:15]=1.N1C=CC=CC=1. (4) Given the product [F:8][C:6]1[CH:7]=[CH:2][C:3]2[C:9]3[C:10]([CH:15]([CH3:16])[N:17]([S:18]([C:21]4[CH:22]=[CH:23][C:24]([O:27][CH3:28])=[CH:25][CH:26]=4)(=[O:19])=[O:20])[C:4]=2[CH:5]=1)=[CH:11][CH:12]=[CH:13][CH:14]=3, predict the reactants needed to synthesize it. The reactants are: F[C:2]1[CH:7]=[C:6]([F:8])[CH:5]=[CH:4][C:3]=1[C:9]1[CH:14]=[CH:13][CH:12]=[CH:11][C:10]=1[CH:15]([NH:17][S:18]([C:21]1[CH:26]=[CH:25][C:24]([O:27][CH3:28])=[CH:23][CH:22]=1)(=[O:20])=[O:19])[CH3:16].C(=O)([O-])[O-].[K+].[K+].O. (5) Given the product [N:1]1[CH:6]=[CH:5][CH:4]=[CH:3][C:2]=1[CH2:7][O:8][C:9]1[N:14]=[C:13]([NH:15][CH2:16][C:17]2[CH:22]=[CH:21][C:20]([O:23][CH3:24])=[C:19]([N:25]([S:41]([CH3:44])(=[O:43])=[O:42])[CH3:26])[CH:18]=2)[C:12]([C:27]([C:29]2[CH:30]=[C:31]([O:39][CH3:40])[C:32]([O:37][CH3:38])=[C:33]([O:35][CH3:36])[CH:34]=2)=[O:28])=[CH:11][N:10]=1, predict the reactants needed to synthesize it. The reactants are: [N:1]1[CH:6]=[CH:5][CH:4]=[CH:3][C:2]=1[CH2:7][O:8][C:9]1[N:14]=[C:13]([NH:15][CH2:16][C:17]2[CH:22]=[CH:21][C:20]([O:23][CH3:24])=[C:19]([NH:25][CH3:26])[CH:18]=2)[C:12]([C:27]([C:29]2[CH:34]=[C:33]([O:35][CH3:36])[C:32]([O:37][CH3:38])=[C:31]([O:39][CH3:40])[CH:30]=2)=[O:28])=[CH:11][N:10]=1.[S:41](Cl)([CH3:44])(=[O:43])=[O:42].C(N(CC)CC)C.C(=O)([O-])O.[Na+].